Dataset: Catalyst prediction with 721,799 reactions and 888 catalyst types from USPTO. Task: Predict which catalyst facilitates the given reaction. (1) Reactant: [C:9](O[C:9]([O:11][C:12]([CH3:15])([CH3:14])[CH3:13])=[O:10])([O:11][C:12]([CH3:15])([CH3:14])[CH3:13])=[O:10].[CH3:16][CH:17]1[C:23]2=[C:24]3[C:28](=[CH:29][CH:30]=[C:22]2[O:21][CH2:20][CH2:19][NH:18]1)[N:27]([S:31]([C:34]1[CH:39]=[CH:38][CH:37]=[CH:36][CH:35]=1)(=[O:33])=[O:32])[CH:26]=[CH:25]3. Product: [CH3:16][CH:17]1[C:23]2=[C:24]3[C:28](=[CH:29][CH:30]=[C:22]2[O:21][CH2:20][CH2:19][N:18]1[C:9]([O:11][C:12]([CH3:13])([CH3:14])[CH3:15])=[O:10])[N:27]([S:31]([C:34]1[CH:35]=[CH:36][CH:37]=[CH:38][CH:39]=1)(=[O:33])=[O:32])[CH:26]=[CH:25]3. The catalyst class is: 2. (2) Reactant: C(N(CC)CC)C.[CH:8]([C:10]1[C:18]2[C:13](=[CH:14][CH:15]=[CH:16][CH:17]=2)[N:12](C(OC(C)(C)C)=O)[CH:11]=1)=[O:9].[CH3:26][O:27][C:28]1[CH:29]=[C:30]([N:34]=[CH:35][C:36]2[CH:37]=[N:38][C:39]([O:42][CH3:43])=[CH:40][CH:41]=2)[CH:31]=[N:32][CH:33]=1. Product: [NH:12]1[C:13]2[C:18](=[CH:17][CH:16]=[CH:15][CH:14]=2)[C:10]([C:8](=[O:9])[CH:35]([C:36]2[CH:37]=[N:38][C:39]([O:42][CH3:43])=[CH:40][CH:41]=2)[NH:34][C:30]2[CH:31]=[N:32][CH:33]=[C:28]([O:27][CH3:26])[CH:29]=2)=[CH:11]1. The catalyst class is: 433.